Dataset: Forward reaction prediction with 1.9M reactions from USPTO patents (1976-2016). Task: Predict the product of the given reaction. Given the reactants CC[N:3](C(C)C)C(C)C.C1C=CC2N(O)N=NC=2C=1.C(Cl)CCl.[C:24]([O:28][C:29]([N:31]1[C@H:36]([CH3:37])[CH2:35][CH2:34][C@H:33]([C:38]([OH:40])=O)[CH2:32]1)=[O:30])([CH3:27])([CH3:26])[CH3:25].[Cl-].[NH4+], predict the reaction product. The product is: [NH2:3][C:38]([C@H:33]1[CH2:32][N:31]([C:29]([O:28][C:24]([CH3:27])([CH3:26])[CH3:25])=[O:30])[C@@H:36]([CH3:37])[CH2:35][CH2:34]1)=[O:40].